Dataset: Forward reaction prediction with 1.9M reactions from USPTO patents (1976-2016). Task: Predict the product of the given reaction. (1) Given the reactants [CH2:1]([O:8][C@H:9]([C@H:12]([C@@H:21]([C@@H:30]([CH2:32][O:33][CH2:34][C:35]1[CH:40]=[CH:39][CH:38]=[CH:37][CH:36]=1)[OH:31])[O:22][CH2:23][C:24]1[CH:29]=[CH:28][CH:27]=[CH:26][CH:25]=1)[O:13][CH2:14][C:15]1[CH:20]=[CH:19][CH:18]=[CH:17][CH:16]=1)[CH2:10][OH:11])[C:2]1[CH:7]=[CH:6][CH:5]=[CH:4][CH:3]=1.[S:41](Cl)([CH3:44])(=[O:43])=[O:42], predict the reaction product. The product is: [CH2:1]([O:8][C@H:9]([C@H:12]([C@@H:21]([C@@H:30]([CH2:32][O:33][CH2:34][C:35]1[CH:36]=[CH:37][CH:38]=[CH:39][CH:40]=1)[O:31][S:41]([CH3:44])(=[O:43])=[O:42])[O:22][CH2:23][C:24]1[CH:25]=[CH:26][CH:27]=[CH:28][CH:29]=1)[O:13][CH2:14][C:15]1[CH:20]=[CH:19][CH:18]=[CH:17][CH:16]=1)[CH2:10][O:11][S:41]([CH3:44])(=[O:43])=[O:42])[C:2]1[CH:3]=[CH:4][CH:5]=[CH:6][CH:7]=1. (2) Given the reactants [CH:1]([N:4]1[CH2:9][CH2:8][N:7]([C:10]([C:12]2[CH:13]=[N:14][C:15]([NH:18][CH2:19][CH2:20][N:21]3[CH2:26][CH2:25][CH2:24][CH2:23][CH2:22]3)=[CH:16][CH:17]=2)=[O:11])[CH2:6][CH2:5]1)([CH3:3])[CH3:2].ClC1N=CC(C(N2CCN(C(C)C)CC2)=O)=CC=1.NCCN1CCCCC1, predict the reaction product. The product is: [NH3:4].[CH:1]([N:4]1[CH2:5][CH2:6][N:7]([C:10]([C:12]2[CH:13]=[N:14][C:15]([NH:18][CH2:19][CH2:20][N:21]3[CH2:22][CH2:23][CH2:24][CH2:25][CH2:26]3)=[CH:16][CH:17]=2)=[O:11])[CH2:8][CH2:9]1)([CH3:3])[CH3:2]. (3) Given the reactants Br[C:2]1[CH:3]=[C:4]([CH2:8][CH2:9][CH2:10][OH:11])[CH:5]=[CH:6][CH:7]=1.[CH3:12][C:13]([OH:17])([C:15]#[CH:16])[CH3:14], predict the reaction product. The product is: [OH:11][CH2:10][CH2:9][CH2:8][C:4]1[CH:3]=[C:2]([C:16]#[C:15][C:13]([CH3:14])([OH:17])[CH3:12])[CH:7]=[CH:6][CH:5]=1. (4) The product is: [I:39][C:11]1[O:15][N:14]=[C:13]([CH2:16][C:17]2[CH:30]=[CH:29][C:20]([CH2:21][O:22][C:23]3[CH:28]=[CH:27][CH:26]=[CH:25][N:24]=3)=[CH:19][CH:18]=2)[CH:12]=1. Given the reactants O1CCCC1.C([Sn](CCCC)(CCCC)[C:11]1[O:15][N:14]=[C:13]([CH2:16][C:17]2[CH:30]=[CH:29][C:20]([CH2:21][O:22][C:23]3[CH:28]=[CH:27][CH:26]=[CH:25][N:24]=3)=[CH:19][CH:18]=2)[CH:12]=1)CCC.[I:39]I.S([O-])([O-])(=O)=S.[Na+].[Na+], predict the reaction product.